Dataset: Reaction yield outcomes from USPTO patents with 853,638 reactions. Task: Predict the reaction yield, written as a fraction of the theoretical maximum amount of product (1.0 means a 100% yield; for example, 0.34 means a 34% yield). (1) The reactants are [F:1][C:2]1[CH:7]=[C:6]([C:8]2[CH:13]=[CH:12][N:11]=[C:10]3[NH:14][C:15]([C:17]4[CH:22]=[CH:21][C:20]([N:23]5[CH2:28][CH2:27][CH2:26][CH2:25][CH2:24]5)=[CH:19][N:18]=4)=[N:16][C:9]=23)[CH:5]=[CH:4][C:3]=1[CH2:29][NH2:30].[C:31]([C:35]1[N:39]=[C:38]([C:40](OC)=[O:41])[O:37][N:36]=1)([CH3:34])([CH3:33])[CH3:32]. No catalyst specified. The product is [C:31]([C:35]1[N:39]=[C:38]([C:40]([NH:30][CH2:29][C:3]2[CH:4]=[CH:5][C:6]([C:8]3[CH:13]=[CH:12][N:11]=[C:10]4[NH:14][C:15]([C:17]5[CH:22]=[CH:21][C:20]([N:23]6[CH2:28][CH2:27][CH2:26][CH2:25][CH2:24]6)=[CH:19][N:18]=5)=[N:16][C:9]=34)=[CH:7][C:2]=2[F:1])=[O:41])[O:37][N:36]=1)([CH3:34])([CH3:32])[CH3:33]. The yield is 0.270. (2) The reactants are [N+:1]([CH2:4][C@:5]1([CH2:12][C:13]([OH:15])=[O:14])[CH2:11][C@@H:10]2[C@H:6]1[CH2:7][CH2:8][CH2:9]2)([O-:3])=[O:2].C1(N)CCCCC1. The catalyst is C(OCC)(=O)C. The product is [CH:4]1([NH2:1])[CH2:5][CH2:11][CH2:10][CH2:6][CH2:7]1.[N+:1]([CH2:4][C@:5]1([CH2:12][C:13]([OH:15])=[O:14])[CH2:11][C@@H:10]2[C@H:6]1[CH2:7][CH2:8][CH2:9]2)([O-:3])=[O:2]. The yield is 0.910. (3) The reactants are [CH3:1][CH:2]([CH3:17])[CH2:3][CH:4]([CH2:9][O:10][CH:11]1[CH2:16][CH2:15][CH2:14][CH2:13][O:12]1)[C:5]([O:7]C)=O.Cl.[CH:19]([Mg]Cl)(C)C.[NH4+:24].[Cl-].C1C[O:29][CH2:28]C1. No catalyst specified. The product is [CH3:28][O:29][N:24]([CH3:19])[C:5](=[O:7])[CH:4]([CH2:9][O:10][CH:11]1[CH2:16][CH2:15][CH2:14][CH2:13][O:12]1)[CH2:3][CH:2]([CH3:1])[CH3:17]. The yield is 0.930. (4) The reactants are [F:1][C:2]([F:13])([F:12])[C:3]1[C:8]([C:9]([OH:11])=[O:10])=[CH:7][N:6]=[CH:5][CH:4]=1.[H][H]. The catalyst is CCO.[Pd]. The product is [F:13][C:2]([F:1])([F:12])[C@H:3]1[CH2:4][CH2:5][NH:6][CH2:7][C@H:8]1[C:9]([OH:11])=[O:10]. The yield is 1.00.